From a dataset of Reaction yield outcomes from USPTO patents with 853,638 reactions. Predict the reaction yield, written as a fraction of the theoretical maximum amount of product (1.0 means a 100% yield; for example, 0.34 means a 34% yield). (1) The reactants are [Br:1][C:2]1[CH:10]=[CH:9][CH:8]=[C:7]2[C:3]=1[CH2:4][CH2:5][C@@H:6]2[NH:11][S@](C(C)(C)C)=O.[ClH:18].C(#N)C. The catalyst is CO.O1CCOCC1. The product is [ClH:18].[Br:1][C:2]1[CH:10]=[CH:9][CH:8]=[C:7]2[C:3]=1[CH2:4][CH2:5][C@@H:6]2[NH2:11]. The yield is 0.690. (2) The reactants are [Br:1][C:2]1[C:3]([OH:10])=[C:4]([CH:7]=[CH:8][CH:9]=1)[CH:5]=O.Br[CH2:12][C:13]([C:15]1[CH:20]=[CH:19][C:18]([O:21][CH3:22])=[C:17]([F:23])[CH:16]=1)=[O:14]. The product is [Br:1][C:2]1[C:3]2[O:10][C:12]([C:13]([C:15]3[CH:20]=[CH:19][C:18]([O:21][CH3:22])=[C:17]([F:23])[CH:16]=3)=[O:14])=[CH:5][C:4]=2[CH:7]=[CH:8][CH:9]=1. No catalyst specified. The yield is 0.320. (3) The product is [CH3:1][O:2][C:3](=[O:26])[C:4]1[CH:9]=[C:8]([NH:40][CH:36]2[CH2:37][CH2:38][CH2:39][N:34]([C:32]([O:31][C:27]([CH3:30])([CH3:29])[CH3:28])=[O:33])[CH2:35]2)[CH:7]=[N:6][C:5]=1[O:11][C:12]1[CH:17]=[CH:16][C:15]([O:18][C:19]2[CH:24]=[CH:23][CH:22]=[C:21]([F:25])[CH:20]=2)=[CH:14][CH:13]=1. The catalyst is O1CCOCC1.C1C=CC(/C=C/C(/C=C/C2C=CC=CC=2)=O)=CC=1.C1C=CC(/C=C/C(/C=C/C2C=CC=CC=2)=O)=CC=1.C1C=CC(/C=C/C(/C=C/C2C=CC=CC=2)=O)=CC=1.[Pd].[Pd].CC(C1C=C(C(C)C)C(C2C(P(C3CCCCC3)C3CCCCC3)=C(OC)C=CC=2OC)=C(C(C)C)C=1)C. The reactants are [CH3:1][O:2][C:3](=[O:26])[C:4]1[CH:9]=[C:8](I)[CH:7]=[N:6][C:5]=1[O:11][C:12]1[CH:17]=[CH:16][C:15]([O:18][C:19]2[CH:24]=[CH:23][CH:22]=[C:21]([F:25])[CH:20]=2)=[CH:14][CH:13]=1.[C:27]([O:31][C:32]([N:34]1[CH2:39][CH2:38][CH2:37][CH:36]([NH2:40])[CH2:35]1)=[O:33])([CH3:30])([CH3:29])[CH3:28].C(=O)([O-])[O-].[Cs+].[Cs+]. The yield is 0.731. (4) The reactants are C(N(CC)CC)C.[C:8]1([CH3:18])[CH:13]=[CH:12][C:11]([S:14](Cl)(=[O:16])=[O:15])=[CH:10][CH:9]=1.[CH3:19][O:20][C:21](=[O:38])[C@@H:22]1[CH2:26][C@@H:25]([OH:27])[CH2:24][N:23]1[C:28]([O:30][CH2:31][C:32]1[CH:37]=[CH:36][CH:35]=[CH:34][CH:33]=1)=[O:29]. The catalyst is CN(C)C1C=CN=CC=1.C(Cl)Cl. The product is [CH3:19][O:20][C:21](=[O:38])[C@@H:22]1[CH2:26][C@@H:25]([O:27][S:14]([C:11]2[CH:12]=[CH:13][C:8]([CH3:18])=[CH:9][CH:10]=2)(=[O:16])=[O:15])[CH2:24][N:23]1[C:28]([O:30][CH2:31][C:32]1[CH:37]=[CH:36][CH:35]=[CH:34][CH:33]=1)=[O:29]. The yield is 1.00. (5) The reactants are [CH2:1]([O:3][C:4]([C:6]1[CH2:13][C:9]2([CH2:12][CH2:11][CH2:10]2)[O:8][N:7]=1)=[O:5])[CH3:2].CSC.B. The catalyst is O1CCCC1. The product is [CH2:1]([O:3][C:4]([CH:6]1[CH2:13][C:9]2([CH2:10][CH2:11][CH2:12]2)[O:8][NH:7]1)=[O:5])[CH3:2]. The yield is 0.290. (6) The product is [CH2:1]([NH:4][C:5]1[C:14]2[C:9](=[CH:10][CH:11]=[C:12]([N+:15]([O-:17])=[O:16])[CH:13]=2)[N:8]=[C:7]([NH:23][CH2:22][CH2:21][O:20][CH3:19])[N:6]=1)[CH:2]=[CH2:3]. The catalyst is O. The reactants are [CH2:1]([NH:4][C:5]1[C:14]2[C:9](=[CH:10][CH:11]=[C:12]([N+:15]([O-:17])=[O:16])[CH:13]=2)[N:8]=[C:7](Cl)[N:6]=1)[CH:2]=[CH2:3].[CH3:19][O:20][CH2:21][CH2:22][NH2:23]. The yield is 0.747. (7) The reactants are [CH:1]([C:3]1[C:7]([C:8]([F:11])([F:10])[F:9])=[C:6]([C:12]([O:14][CH2:15][CH3:16])=[O:13])[N:5]([CH3:17])[N:4]=1)=[O:2].[CH:18]1([Mg]Br)[CH2:20][CH2:19]1.[Cl-].[NH4+]. The catalyst is O1CCCC1. The product is [CH:18]1([CH:1]([OH:2])[C:3]2[C:7]([C:8]([F:11])([F:10])[F:9])=[C:6]([C:12]([O:14][CH2:15][CH3:16])=[O:13])[N:5]([CH3:17])[N:4]=2)[CH2:20][CH2:19]1. The yield is 0.310. (8) The reactants are Br[C:2]1[CH:3]=[C:4]([C:8]2([C:19]3[CH:24]=[C:23]([CH3:25])[N:22]=[C:21]([CH3:26])[N:20]=3)[C:16]3[C:11](=[C:12]([F:17])[CH:13]=[CH:14][CH:15]=3)[C:10]([NH2:18])=[N:9]2)[CH:5]=[CH:6][CH:7]=1.[N:27]1[CH:32]=[C:31](B(O)O)[CH:30]=[N:29][CH:28]=1.C(=O)([O-])[O-].[Cs+].[Cs+].CCOC(C)=O. The catalyst is COCCOC.CCO.O.[Cl-].[Na+].O.C1C=CC(P(C2C=CC=CC=2)[C-]2C=CC=C2)=CC=1.C1C=CC(P(C2C=CC=CC=2)[C-]2C=CC=C2)=CC=1.Cl[Pd]Cl.[Fe+2].O. The product is [CH3:26][C:21]1[N:20]=[C:19]([C:8]2([C:4]3[CH:5]=[CH:6][CH:7]=[C:2]([C:31]4[CH:32]=[N:27][CH:28]=[N:29][CH:30]=4)[CH:3]=3)[C:16]3[C:11](=[C:12]([F:17])[CH:13]=[CH:14][CH:15]=3)[C:10]([NH2:18])=[N:9]2)[CH:24]=[C:23]([CH3:25])[N:22]=1. The yield is 0.150. (9) The reactants are [C:1](O)(=O)[C:2]#[C:3]C.C[N:8]([CH3:11])[CH:9]=[O:10].C(Cl)(=O)C(Cl)=O.N[C:19]1[CH:20]=[C:21]([CH:38]=[CH:39][C:40]=1F)[O:22][C:23]1[CH:24]=[CH:25][C:26]2[N:27]([CH:29]=[C:30]([NH:32][C:33]([CH:35]3[CH2:37][CH2:36]3)=[O:34])[N:31]=2)[N:28]=1. The catalyst is CN(C)C(=O)C.O1CCCC1. The product is [C:9]([NH:8][C:11]1[CH:20]=[C:21]([CH:38]=[CH:39][C:40]=1[CH3:19])[O:22][C:23]1[CH:24]=[CH:25][C:26]2[N:27]([CH:29]=[C:30]([NH:32][C:33]([CH:35]3[CH2:36][CH2:37]3)=[O:34])[N:31]=2)[N:28]=1)(=[O:10])[C:1]#[C:2][CH3:3]. The yield is 0.200. (10) The reactants are Br[C:2]1[S:6][C:5]([C:7]2[N:11]3[N:12]=[C:13]([CH3:21])[CH:14]=[C:15]([CH:16]([CH2:19][CH3:20])[CH2:17][CH3:18])[C:10]3=[N:9][C:8]=2[CH3:22])=[C:4]([CH3:23])[CH:3]=1.C([Sn](CCCC)(CCCC)[C:29]1[N:34]=[CH:33][CH:32]=[CH:31][N:30]=1)CCC.N#N.C1([As](C2C=CC=CC=2)C2C=CC=CC=2)C=CC=CC=1. The catalyst is C1C=CC(/C=C/C(/C=C/C2C=CC=CC=2)=O)=CC=1.C1C=CC(/C=C/C(/C=C/C2C=CC=CC=2)=O)=CC=1.C1C=CC(/C=C/C(/C=C/C2C=CC=CC=2)=O)=CC=1.[Pd].[Pd].C1COCC1. The product is [CH2:17]([CH:16]([C:15]1[C:10]2[N:11]([C:7]([C:5]3[S:6][C:2]([C:29]4[N:34]=[CH:33][CH:32]=[CH:31][N:30]=4)=[CH:3][C:4]=3[CH3:23])=[C:8]([CH3:22])[N:9]=2)[N:12]=[C:13]([CH3:21])[CH:14]=1)[CH2:19][CH3:20])[CH3:18]. The yield is 0.320.